The task is: Predict the reactants needed to synthesize the given product.. This data is from Full USPTO retrosynthesis dataset with 1.9M reactions from patents (1976-2016). (1) Given the product [Cl:1][C:2]1[CH:7]=[CH:6][C:5]([C:8]2[CH:13]=[N:12][N:11]3[C:14](=[O:17])[N:15]([CH2:31][C:32]4[CH:37]=[CH:36][C:35]([C:38]#[N:39])=[CH:34][CH:33]=4)[N:16]=[C:10]3[C:9]=2[C:18]2[CH:23]=[CH:22][N:21]=[CH:20][CH:19]=2)=[CH:4][CH:3]=1, predict the reactants needed to synthesize it. The reactants are: [Cl:1][C:2]1[CH:7]=[CH:6][C:5]([C:8]2[CH:13]=[N:12][N:11]3[C:14](=[O:17])[NH:15][N:16]=[C:10]3[C:9]=2[C:18]2[CH:23]=[CH:22][N:21]=[CH:20][CH:19]=2)=[CH:4][CH:3]=1.C([O-])([O-])=O.[K+].[K+].Br[CH2:31][C:32]1[CH:37]=[CH:36][C:35]([C:38]#[N:39])=[CH:34][CH:33]=1. (2) Given the product [OH:31][C:23]1[C:22](=[O:21])[N:9]([CH2:8][CH2:7][CH2:6][N:1]2[CH:5]=[CH:4][N:3]=[CH:2]2)[CH:15]([C:14]2[CH:17]=[CH:18][C:11]([CH3:10])=[CH:12][CH:13]=2)[C:24]=1[C:25]1[CH:30]=[CH:29][CH:28]=[CH:27][CH:26]=1, predict the reactants needed to synthesize it. The reactants are: [N:1]1([CH2:6][CH2:7][CH2:8][NH2:9])[CH:5]=[CH:4][N:3]=[CH:2]1.[CH3:10][C:11]1[CH:18]=[CH:17][C:14]([CH:15]=O)=[CH:13][CH:12]=1.C([O:21][C:22](=O)[C:23](=[O:31])[CH2:24][C:25]1[CH:30]=[CH:29][CH:28]=[CH:27][CH:26]=1)C.